This data is from Forward reaction prediction with 1.9M reactions from USPTO patents (1976-2016). The task is: Predict the product of the given reaction. (1) Given the reactants Cl.O1CCOCC1.[Si]([O:15][C@H:16]1[CH2:20][CH2:19][N:18]([CH2:21][C:22]2[CH:27]=[CH:26][C:25]([Cl:28])=[CH:24][CH:23]=2)[C:17]1=[O:29])(C(C)(C)C)(C)C, predict the reaction product. The product is: [Cl:28][C:25]1[CH:24]=[CH:23][C:22]([CH2:21][N:18]2[CH2:19][CH2:20][C@H:16]([OH:15])[C:17]2=[O:29])=[CH:27][CH:26]=1. (2) Given the reactants C(OC([NH:8][CH2:9][CH:10]1[CH2:15][CH2:14][N:13]([C:16]2[N:20]([CH3:21])[N:19]=[CH:18][C:17]=2[NH:22][C:23]([C:25]2[N:26]=[C:27](Br)[S:28][C:29]=2[NH:30]C(=O)OC(C)(C)C)=[O:24])[CH2:12][CH2:11]1)=O)CCC.[Cl:39][C:40]1[CH:45]=[CH:44][C:43]([Cl:46])=[CH:42][C:41]=1B(O)O, predict the reaction product. The product is: [NH2:30][C:29]1[S:28][C:27]([C:44]2[CH:45]=[C:40]([Cl:39])[CH:41]=[CH:42][C:43]=2[Cl:46])=[N:26][C:25]=1[C:23]([NH:22][C:17]1[CH:18]=[N:19][N:20]([CH3:21])[C:16]=1[N:13]1[CH2:12][CH2:11][CH:10]([CH2:9][NH2:8])[CH2:15][CH2:14]1)=[O:24]. (3) Given the reactants [CH:1]([C:4]1[C:12]([C:13](=[O:17])[CH:14]([CH3:16])[CH3:15])=[C:7]2[CH:8]=[CH:9][CH:10]=[CH:11][N:6]2[N:5]=1)([CH3:3])[CH3:2].[BH4-].[Na+], predict the reaction product. The product is: [CH:1]([C:4]1[C:12]([CH:13]([OH:17])[CH:14]([CH3:16])[CH3:15])=[C:7]2[CH:8]=[CH:9][CH:10]=[CH:11][N:6]2[N:5]=1)([CH3:3])[CH3:2]. (4) Given the reactants [CH3:1][O:2][CH2:3][C:4]1[N:8]2[C:9]([C:16]([F:19])([F:18])[F:17])=[CH:10][CH:11]=[C:12]([C:13]([OH:15])=O)[C:7]2=[N:6][N:5]=1.[CH3:20][N:21]1[C:25]([NH2:26])=[N:24][N:23]=[N:22]1.S(Cl)(Cl)=O, predict the reaction product. The product is: [CH3:1][O:2][CH2:3][C:4]1[N:8]2[C:9]([C:16]([F:19])([F:18])[F:17])=[CH:10][CH:11]=[C:12]([C:13]([NH:26][C:25]3[N:21]([CH3:20])[N:22]=[N:23][N:24]=3)=[O:15])[C:7]2=[N:6][N:5]=1. (5) Given the reactants [CH3:1][O:2][C:3]([C:5]1[C:6](=[O:22])[O:7][CH:8]([C:16]2[CH:21]=[CH:20][CH:19]=[CH:18][CH:17]=2)[C:9]=1[C:10]1[CH:15]=[CH:14][CH:13]=[CH:12][CH:11]=1)=[O:4].C(O)[C:24]1[CH:29]=[CH:28][CH:27]=[CH:26][CH:25]=1, predict the reaction product. The product is: [CH2:1]([O:2][C:3]([C:5]1[C:6](=[O:22])[O:7][CH:8]([C:16]2[CH:21]=[CH:20][CH:19]=[CH:18][CH:17]=2)[C:9]=1[C:10]1[CH:15]=[CH:14][CH:13]=[CH:12][CH:11]=1)=[O:4])[C:24]1[CH:29]=[CH:28][CH:27]=[CH:26][CH:25]=1. (6) The product is: [NH2:19][C:15]1[N:14]=[C:13]([N:7]2[C:6]3[CH:20]=[C:2]([C:25]#[C:24][C:22]([CH3:23])([OH:26])[CH3:21])[CH:3]=[CH:4][C:5]=3[N:9]=[C:8]2[O:10][CH2:11][CH3:12])[CH:18]=[CH:17][N:16]=1. Given the reactants Br[C:2]1[CH:3]=[CH:4][C:5]2[N:9]=[C:8]([O:10][CH2:11][CH3:12])[N:7]([C:13]3[CH:18]=[CH:17][N:16]=[C:15]([NH2:19])[N:14]=3)[C:6]=2[CH:20]=1.[CH3:21][C:22]([OH:26])([C:24]#[CH:25])[CH3:23], predict the reaction product. (7) Given the reactants [N+:1](=[CH2:3])=[N-:2].[CH3:4][C@@H:5]1[CH2:11][C:10]2[CH:12]=[C:13]3[O:18][CH2:17][O:16][C:14]3=[CH:15][C:9]=2[C:8]([C:19]2[CH:24]=[CH:23][C:22]([N+:25]([O-:27])=[O:26])=[CH:21][CH:20]=2)=[N:7][N:6]1[C:28](Cl)=[S:29], predict the reaction product. The product is: [CH3:4][C@@H:5]1[CH2:11][C:10]2[CH:12]=[C:13]3[O:18][CH2:17][O:16][C:14]3=[CH:15][C:9]=2[C:8]([C:19]2[CH:24]=[CH:23][C:22]([N+:25]([O-:27])=[O:26])=[CH:21][CH:20]=2)=[N:7][N:6]1[C:28]1[S:29][N:2]=[N:1][CH:3]=1.